The task is: Predict the reaction yield, written as a fraction of the theoretical maximum amount of product (1.0 means a 100% yield; for example, 0.34 means a 34% yield).. This data is from Reaction yield outcomes from USPTO patents with 853,638 reactions. (1) The reactants are [C:1]1([C:12]([OH:14])=O)[CH:2]=[CH:3][CH:4]=[C:5]2[CH2:11][CH2:10][CH2:9][CH:8]=[CH:7][C:6]=12.Cl.C(N=C=NCCCN(C)C)C.O.ON1C2C=CC=CC=2N=N1.[NH2:38][CH:39]([CH2:49][C:50]1[CH:55]=[CH:54][C:53]([C:56]([F:62])([F:61])[C:57]([CH3:60])([CH3:59])[CH3:58])=[CH:52][CH:51]=1)[CH:40]([C:42]1[CH:47]=[CH:46][CH:45]=[C:44]([Cl:48])[CH:43]=1)[OH:41]. The catalyst is CN(C)C=O.C(OCC)(=O)C. The product is [Cl:48][C:44]1[CH:43]=[C:42]([CH:40]([OH:41])[CH:39]([NH:38][C:12]([C:1]2[CH:2]=[CH:3][CH:4]=[C:5]3[CH2:11][CH2:10][CH2:9][CH:8]=[CH:7][C:6]=23)=[O:14])[CH2:49][C:50]2[CH:55]=[CH:54][C:53]([C:56]([F:62])([F:61])[C:57]([CH3:60])([CH3:58])[CH3:59])=[CH:52][CH:51]=2)[CH:47]=[CH:46][CH:45]=1. The yield is 0.540. (2) The reactants are N1CCCCC1.[CH3:7][O:8][C:9]1[CH:16]=[CH:15][C:12](C=O)=[CH:11][C:10]=1[O:17][CH2:18][C:19]#[CH:20].[C:21]([CH2:24][C:25]([NH:27][C:28]1[CH:36]=[CH:35][CH:34]=[CH:33][C:29]=1[C:30]([OH:32])=[O:31])=[O:26])(O)=O.CC(O)=O. The catalyst is C1(C)C=CC=CC=1. The product is [CH3:7][O:8][C:9]1[CH:16]=[C:15](/[CH:21]=[CH:24]/[C:25]([NH:27][C:28]2[CH:36]=[CH:35][CH:34]=[CH:33][C:29]=2[C:30]([OH:32])=[O:31])=[O:26])[CH:12]=[CH:11][C:10]=1[O:17][CH2:18][C:19]#[CH:20]. The yield is 0.640. (3) The reactants are [C:1]1([Li])[CH:6]=[CH:5][CH:4]=[CH:3][CH:2]=1.[CH:8]1[CH:13]=[CH:12][C:11]([C:14]2[CH:27]=[CH:26][N:25]=[C:24]3[C:15]=2[CH:16]=[CH:17][C:18]2[C:23]3=[N:22][CH:21]=[CH:20][C:19]=2[C:28]2[CH:33]=[CH:32][CH:31]=[CH:30][CH:29]=2)=[CH:10][CH:9]=1. The catalyst is CO.C(Cl)Cl. The product is [C:1]1([C:26]2[CH:27]=[C:14]([C:11]3[CH:12]=[CH:13][CH:8]=[CH:9][CH:10]=3)[C:15]3[C:24](=[C:23]4[C:18](=[CH:17][CH:16]=3)[C:19]([C:28]3[CH:29]=[CH:30][CH:31]=[CH:32][CH:33]=3)=[CH:20][CH:21]=[N:22]4)[N:25]=2)[CH:6]=[CH:5][CH:4]=[CH:3][CH:2]=1. The yield is 0.750. (4) The reactants are Cl.Cl[CH2:3][C:4]1[C:9]([CH3:10])=[C:8]([O:11][CH3:12])[C:7]([CH3:13])=[CH:6][N:5]=1.[NH3:14].CO. No catalyst specified. The product is [NH2:14][CH2:3][C:4]1[C:9]([CH3:10])=[C:8]([O:11][CH3:12])[C:7]([CH3:13])=[CH:6][N:5]=1. The yield is 0.760.